This data is from Forward reaction prediction with 1.9M reactions from USPTO patents (1976-2016). The task is: Predict the product of the given reaction. (1) Given the reactants [BH4-].[Na+].[Br:3][C:4]1[CH:8]=[C:7]([Br:9])[S:6][C:5]=1[C:10](=[O:16])[C:11]([O:13][CH2:14][CH3:15])=[O:12], predict the reaction product. The product is: [Br:3][C:4]1[CH:8]=[C:7]([Br:9])[S:6][C:5]=1[CH:10]([OH:16])[C:11]([O:13][CH2:14][CH3:15])=[O:12]. (2) The product is: [OH:8][CH:9]1[C:17]([CH3:18])([CH3:19])[CH2:16][C:15]2[NH:14][N:13]=[C:12]([C:20]([OH:22])=[O:21])[C:11]=2[CH2:10]1. Given the reactants C([O:8][CH:9]1[C:17]([CH3:19])([CH3:18])[CH2:16][C:15]2[NH:14][N:13]=[C:12]([C:20]([OH:22])=[O:21])[C:11]=2[CH2:10]1)C1C=CC=CC=1, predict the reaction product. (3) Given the reactants [C:1]([C:5]1[CH:10]=[CH:9][CH:8]=[CH:7][C:6]=1[OH:11])([CH3:4])([CH3:3])[CH3:2].C[Mg]Br.[CH2:15]=[O:16].Cl, predict the reaction product. The product is: [C:1]([C:5]1[CH:10]=[CH:9][CH:8]=[C:7]([CH:15]=[O:16])[C:6]=1[OH:11])([CH3:4])([CH3:2])[CH3:3]. (4) Given the reactants [C:1]([O:5][C:6]([N:8]1[C@H:17]([C:18](=[O:40])[NH:19][C@H:20]([C:36]([O:38][CH3:39])=[O:37])[CH2:21][C:22]2[CH:27]=[CH:26][C:25]([C:28]3[CH:33]=[CH:32][N:31]=[C:30]([CH3:34])[C:29]=3[CH3:35])=[CH:24][CH:23]=2)[CH2:16][C:15]2[CH:14]=[C:13]3[O:41][CH2:42][C@H:43]([C:45]4[CH:50]=[CH:49][CH:48]=[C:47]([OH:51])[CH:46]=4)[O:44][C:12]3=[CH:11][C:10]=2[CH2:9]1)=[O:7])([CH3:4])([CH3:3])[CH3:2].[CH:52]1([CH2:58]O)[CH2:57][CH2:56][CH2:55][CH2:54][CH2:53]1.C1(P(C2C=CC=CC=2)C2C=CC=CC=2)C=CC=CC=1.N(C(OCC(C)C)=O)=NC(OCC(C)C)=O, predict the reaction product. The product is: [C:1]([O:5][C:6]([N:8]1[C@H:17]([C:18](=[O:40])[NH:19][C@H:20]([C:36]([O:38][CH3:39])=[O:37])[CH2:21][C:22]2[CH:23]=[CH:24][C:25]([C:28]3[CH:33]=[CH:32][N:31]=[C:30]([CH3:34])[C:29]=3[CH3:35])=[CH:26][CH:27]=2)[CH2:16][C:15]2[CH:14]=[C:13]3[O:41][CH2:42][C@H:43]([C:45]4[CH:50]=[CH:49][CH:48]=[C:47]([O:51][CH2:58][CH:52]5[CH2:57][CH2:56][CH2:55][CH2:54][CH2:53]5)[CH:46]=4)[O:44][C:12]3=[CH:11][C:10]=2[CH2:9]1)=[O:7])([CH3:4])([CH3:2])[CH3:3]. (5) Given the reactants CC(N=N[C:8]([C:11]#N)(C)C)(C#N)C.[Cl:13]CC=CC1C=CC=CC=1.[C:23]1([CH3:29])[CH:28]=[CH:27][CH:26]=[CH:25][CH:24]=1, predict the reaction product. The product is: [Cl:13][CH2:29][C:23]1[CH:28]=[CH:27][C:26]([CH:8]=[CH2:11])=[CH:25][CH:24]=1. (6) Given the reactants [NH2:1][CH:2]([C:5]([F:8])([F:7])[F:6])[CH2:3][OH:4].[CH3:9][C:10]([O:13][C:14](O[C:14]([O:13][C:10]([CH3:12])([CH3:11])[CH3:9])=[O:15])=[O:15])([CH3:12])[CH3:11], predict the reaction product. The product is: [F:6][C:5]([F:8])([F:7])[CH:2]([NH:1][C:14](=[O:15])[O:13][C:10]([CH3:12])([CH3:11])[CH3:9])[CH2:3][OH:4]. (7) Given the reactants C[O:2][C:3]1[CH:4]=[C:5]2[C:13](=[CH:14][CH:15]=1)[C:12]1[S:11][C:10]([C:16]3[O:20][N:19]=[C:18]([C:21]4[CH:26]=[CH:25][CH:24]=[CH:23][CH:22]=4)[C:17]=3[C:27]([F:30])([F:29])[F:28])=[N:9][C:8]=1[CH2:7][CH2:6]2.B(Br)(Br)Br, predict the reaction product. The product is: [C:21]1([C:18]2[C:17]([C:27]([F:30])([F:29])[F:28])=[C:16]([C:10]3[S:11][C:12]4[C:13]5[C:5](=[CH:4][C:3]([OH:2])=[CH:15][CH:14]=5)[CH2:6][CH2:7][C:8]=4[N:9]=3)[O:20][N:19]=2)[CH:26]=[CH:25][CH:24]=[CH:23][CH:22]=1. (8) Given the reactants ClC1C=CC=CC=1C1C=CN=CC=1N(CCS(C)(=O)=O)C(=O)C1C=[C:20]([C:22]([F:25])([F:24])[F:23])C=[C:20]([C:22]([F:25])([F:24])[F:23])C=1.[I:37][C:38]1[CH:43]=[C:42]([CH3:44])[N:41]=[CH:40][C:39]=1[NH:45][C:46](=[O:52])[O:47][C:48]([CH3:51])([CH3:50])[CH3:49].FC(F)(F)S(OCC(F)(F)F)(=O)=O, predict the reaction product. The product is: [C:48]([O:47][C:46](=[O:52])[N:45]([C:39]1[CH:40]=[N:41][C:42]([CH3:44])=[CH:43][C:38]=1[I:37])[CH2:20][C:22]([F:25])([F:24])[F:23])([CH3:49])([CH3:51])[CH3:50].